This data is from Catalyst prediction with 721,799 reactions and 888 catalyst types from USPTO. The task is: Predict which catalyst facilitates the given reaction. (1) Reactant: [NH:1]1[C:9]2[C:4](=[CH:5][C:6]([C:10]([O:12]C)=O)=[CH:7][CH:8]=2)[CH:3]=[CH:2]1.O.[NH2:15][NH2:16]. Product: [NH:1]1[C:9]2[C:4](=[CH:5][C:6]([C:10]([NH:15][NH2:16])=[O:12])=[CH:7][CH:8]=2)[CH:3]=[CH:2]1. The catalyst class is: 8. (2) Reactant: Cl[C:2]1[N:7]=[C:6]([N:8]2[CH2:12][CH2:11][C:10]([CH2:15][CH3:16])([C:13]#[N:14])[C:9]2=[O:17])[CH:5]=[CH:4][N:3]=1.Cl.[NH2:19][CH2:20][C:21]1[CH:28]=[CH:27][C:24]([C:25]#[N:26])=[CH:23][CH:22]=1.C(N(C(C)C)CC)(C)C.C(OCC)(=O)C. Product: [C:20]([C:21]1[CH:28]=[CH:27][C:24]([CH2:25][NH:26][C:2]2[N:7]=[C:6]([N:8]3[CH2:12][CH2:11][C:10]([CH2:15][CH3:16])([C:13]#[N:14])[C:9]3=[O:17])[CH:5]=[CH:4][N:3]=2)=[CH:23][CH:22]=1)#[N:19]. The catalyst class is: 264. (3) Reactant: [CH3:1][N:2]([CH2:4]N(C)C)[CH3:3].[CH3:8][O:9][C:10]1[CH:19]=[CH:18][CH:17]=[C:16]2[C:11]=1[CH2:12][CH2:13][CH2:14][C:15]2=[O:20].C([Cl:24])(=O)C. Product: [ClH:24].[CH3:1][N:2]([CH2:4][CH:14]1[CH2:13][CH2:12][C:11]2[C:16](=[CH:17][CH:18]=[CH:19][C:10]=2[O:9][CH3:8])[C:15]1=[O:20])[CH3:3]. The catalyst class is: 10. (4) Reactant: C(OC(=O)[NH:7][C:8]1[CH2:9][O:10][CH2:11][C:12]([C:15]2[CH:20]=[CH:19][CH:18]=[C:17]([NH:21][C:22]([C:24]3[O:25][CH:26]=[CH:27][CH:28]=3)=[O:23])[CH:16]=2)([CH3:14])[N:13]=1)(C)(C)C.[ClH:30].O1CCOCC1. Product: [ClH:30].[NH2:7][C:8]1[CH2:9][O:10][CH2:11][C:12]([C:15]2[CH:16]=[C:17]([NH:21][C:22]([C:24]3[O:25][CH:26]=[CH:27][CH:28]=3)=[O:23])[CH:18]=[CH:19][CH:20]=2)([CH3:14])[N:13]=1. The catalyst class is: 4. (5) Reactant: [OH:1][C:2]1[C:3]([CH3:18])=[C:4]2[C:9](=[C:10]([CH3:13])[C:11]=1[CH3:12])[O:8][C:7]([CH3:17])([C:14](O)=[O:15])[CH2:6][CH2:5]2.C(N1C=CN=C1)([N:21]1C=CN=C1)=O. Product: [OH:1][C:2]1[C:3]([CH3:18])=[C:4]2[C:9](=[C:10]([CH3:13])[C:11]=1[CH3:12])[O:8][C:7]([CH3:17])([C:14]([NH2:21])=[O:15])[CH2:6][CH2:5]2. The catalyst class is: 1. (6) Reactant: [NH2:1][C@H:2]([C:22]1[CH:27]=[CH:26][CH:25]=[CH:24][CH:23]=1)[C:3]([NH:5][CH2:6][C:7](=[O:21])[N:8]([C:15]1[CH:20]=[CH:19][CH:18]=[CH:17][CH:16]=1)[C:9]1[CH:14]=[CH:13][CH:12]=[CH:11][CH:10]=1)=[O:4].C(OC(=O)NC(C(=O)NCC(=O)N(C1C=CC=CC=1)C1C=CC=CC=1)C1C=CC=CC=1)(C)(C)C.[ClH:62]. Product: [ClH:62].[NH2:1][CH:2]([C:22]1[CH:27]=[CH:26][CH:25]=[CH:24][CH:23]=1)[C:3]([NH:5][CH2:6][C:7](=[O:21])[N:8]([C:15]1[CH:16]=[CH:17][CH:18]=[CH:19][CH:20]=1)[C:9]1[CH:14]=[CH:13][CH:12]=[CH:11][CH:10]=1)=[O:4]. The catalyst class is: 12. (7) Reactant: [CH3:1][O:2][C:3]1[C:8]2[NH:9][CH:10]([CH2:13][OH:14])[CH2:11][O:12][C:7]=2[CH:6]=[CH:5][CH:4]=1.[C:15]1([CH3:25])[CH:20]=[CH:19][C:18]([S:21](Cl)(=[O:23])=[O:22])=[CH:17][CH:16]=1.C(N(CC)CC)C. Product: [CH3:25][C:15]1[CH:20]=[CH:19][C:18]([S:21]([O:14][CH2:13][CH:10]2[NH:9][C:8]3[C:3]([O:2][CH3:1])=[CH:4][CH:5]=[CH:6][C:7]=3[O:12][CH2:11]2)(=[O:23])=[O:22])=[CH:17][CH:16]=1. The catalyst class is: 112.